Dataset: NCI-60 drug combinations with 297,098 pairs across 59 cell lines. Task: Regression. Given two drug SMILES strings and cell line genomic features, predict the synergy score measuring deviation from expected non-interaction effect. (1) Drug 1: CC(C)(C#N)C1=CC(=CC(=C1)CN2C=NC=N2)C(C)(C)C#N. Drug 2: C1=NC2=C(N=C(N=C2N1C3C(C(C(O3)CO)O)F)Cl)N. Cell line: MCF7. Synergy scores: CSS=-2.74, Synergy_ZIP=1.37, Synergy_Bliss=-0.00156, Synergy_Loewe=-4.47, Synergy_HSA=-3.99. (2) Drug 1: CC1OCC2C(O1)C(C(C(O2)OC3C4COC(=O)C4C(C5=CC6=C(C=C35)OCO6)C7=CC(=C(C(=C7)OC)O)OC)O)O. Drug 2: C1CN(P(=O)(OC1)NCCCl)CCCl. Cell line: HCC-2998. Synergy scores: CSS=17.1, Synergy_ZIP=-1.69, Synergy_Bliss=3.52, Synergy_Loewe=-12.9, Synergy_HSA=2.39. (3) Synergy scores: CSS=62.1, Synergy_ZIP=5.32, Synergy_Bliss=4.09, Synergy_Loewe=-65.0, Synergy_HSA=5.33. Drug 2: CC=C1C(=O)NC(C(=O)OC2CC(=O)NC(C(=O)NC(CSSCCC=C2)C(=O)N1)C(C)C)C(C)C. Cell line: NCI-H226. Drug 1: C1CC(=O)NC(=O)C1N2CC3=C(C2=O)C=CC=C3N. (4) Cell line: NCI-H522. Synergy scores: CSS=14.3, Synergy_ZIP=-5.96, Synergy_Bliss=-1.42, Synergy_Loewe=-8.66, Synergy_HSA=-4.02. Drug 2: CC1=C(C=C(C=C1)C(=O)NC2=CC(=CC(=C2)C(F)(F)F)N3C=C(N=C3)C)NC4=NC=CC(=N4)C5=CN=CC=C5. Drug 1: C1=NC2=C(N1)C(=S)N=C(N2)N.